From a dataset of Forward reaction prediction with 1.9M reactions from USPTO patents (1976-2016). Predict the product of the given reaction. Given the reactants Br[C:2]1[CH:7]=[CH:6][C:5]([C:8]2[O:12][N:11]=[C:10]([CH3:13])[C:9]=2[CH2:14][S:15][CH2:16][CH2:17][C:18]2[CH:23]=[CH:22][CH:21]=[CH:20][CH:19]=2)=[CH:4][CH:3]=1.[CH2:24]([O:26][C:27]([C@@H:29]1[CH2:31][C@H:30]1[C:32]1[CH:37]=[CH:36][C:35](B2OC(C)(C)C(C)(C)O2)=[CH:34][CH:33]=1)=[O:28])[CH3:25], predict the reaction product. The product is: [CH2:24]([O:26][C:27]([C@@H:29]1[CH2:31][C@H:30]1[C:32]1[CH:37]=[CH:36][C:35]([C:2]2[CH:7]=[CH:6][C:5]([C:8]3[O:12][N:11]=[C:10]([CH3:13])[C:9]=3[CH2:14][S:15][CH2:16][CH2:17][C:18]3[CH:23]=[CH:22][CH:21]=[CH:20][CH:19]=3)=[CH:4][CH:3]=2)=[CH:34][CH:33]=1)=[O:28])[CH3:25].